Dataset: Catalyst prediction with 721,799 reactions and 888 catalyst types from USPTO. Task: Predict which catalyst facilitates the given reaction. (1) Reactant: [C:1]([O:5][N:6]=[C:7]1[C:16]2[C:11](=[CH:12][CH:13]=[C:14]([OH:17])[CH:15]=2)[O:10][C:9]([C:18]2[N:23]=[CH:22][N:21]3[CH:24]=[CH:25][CH:26]=[C:20]3[CH:19]=2)=[CH:8]1)([CH3:4])([CH3:3])[CH3:2].Br[CH2:28][CH2:29][CH2:30][Cl:31]. Product: [C:1]([O:5][N:6]=[C:7]1[C:16]2[C:11](=[CH:12][CH:13]=[C:14]([O:17][CH2:28][CH2:29][CH2:30][Cl:31])[CH:15]=2)[O:10][C:9]([C:18]2[N:23]=[CH:22][N:21]3[CH:24]=[CH:25][CH:26]=[C:20]3[CH:19]=2)=[CH:8]1)([CH3:4])([CH3:2])[CH3:3]. The catalyst class is: 9. (2) Reactant: [Cl:1][C:2]1[CH:7]=[CH:6][C:5]([C@@H:8]([C@@H:28]2[CH2:33][O:32][CH2:31][CH2:30][N:29]2C(OC(C)(C)C)=O)[C:9]([N:11]2[CH2:16][CH2:15][N:14]([C:17]3[C:18]4[C@H:25]([CH3:26])[CH2:24][C@H:23]([OH:27])[C:19]=4[N:20]=[CH:21][N:22]=3)[CH2:13][CH2:12]2)=[O:10])=[CH:4][CH:3]=1.[ClH:41]. Product: [ClH:1].[ClH:41].[Cl:1][C:2]1[CH:3]=[CH:4][C:5]([C@@H:8]([C@@H:28]2[CH2:33][O:32][CH2:31][CH2:30][NH:29]2)[C:9]([N:11]2[CH2:12][CH2:13][N:14]([C:17]3[C:18]4[C@H:25]([CH3:26])[CH2:24][C@H:23]([OH:27])[C:19]=4[N:20]=[CH:21][N:22]=3)[CH2:15][CH2:16]2)=[O:10])=[CH:6][CH:7]=1. The catalyst class is: 12. (3) The catalyst class is: 512. Reactant: C([O:3][C:4]([C:6]1[C:7]2[N:8]=[CH:9][CH:10]=[N:11][C:12]=2[C:13]([C:16]2[C:21]([F:22])=[C:20]([O:23][CH3:24])[CH:19]=[C:18]([O:25][CH3:26])[C:17]=2[Cl:27])=[CH:14][CH:15]=1)=O)C.[CH3:28][N:29]1[CH2:34][CH2:33][N:32]([CH2:35][C:36]2[CH:37]=[CH:38][C:39]([NH2:42])=[N:40][CH:41]=2)[CH2:31][CH2:30]1.C[Al](C)C.C([O-])(O)=O.[Na+]. Product: [CH3:28][N:29]1[CH2:34][CH2:33][N:32]([CH2:35][C:36]2[CH:37]=[CH:38][C:39]([NH:42][C:4]([C:6]3[C:7]4[N:8]=[CH:9][CH:10]=[N:11][C:12]=4[C:13]([C:16]4[C:21]([F:22])=[C:20]([O:23][CH3:24])[CH:19]=[C:18]([O:25][CH3:26])[C:17]=4[Cl:27])=[CH:14][CH:15]=3)=[O:3])=[N:40][CH:41]=2)[CH2:31][CH2:30]1. (4) The catalyst class is: 75. Product: [CH3:8][N:6]1[CH:7]=[C:2]([B:31]2[O:32][C:33]([CH3:35])([CH3:34])[C:29]([CH3:45])([CH3:28])[O:30]2)[CH:3]=[C:4]([NH:10][C:11]2[CH:16]=[CH:15][C:14]([N:17]3[CH2:22][CH2:21][N:20]([CH:23]4[CH2:26][O:25][CH2:24]4)[CH2:19][C@H:18]3[CH3:27])=[CH:13][N:12]=2)[C:5]1=[O:9]. Reactant: Br[C:2]1[CH:3]=[C:4]([NH:10][C:11]2[CH:16]=[CH:15][C:14]([N:17]3[CH2:22][CH2:21][N:20]([CH:23]4[CH2:26][O:25][CH2:24]4)[CH2:19][C@H:18]3[CH3:27])=[CH:13][N:12]=2)[C:5](=[O:9])[N:6]([CH3:8])[CH:7]=1.[CH3:28][C:29]1([CH3:45])[C:33]([CH3:35])([CH3:34])[O:32][B:31]([B:31]2[O:32][C:33]([CH3:35])([CH3:34])[C:29]([CH3:45])([CH3:28])[O:30]2)[O:30]1.CC([O-])=O.[K+]. (5) Reactant: C=O.[BH-](OC(C)=O)(OC(C)=O)O[C:5](C)=O.[Na+].[C:17]([O:21][C:22]([N:24]1[CH2:29][CH2:28][N:27]([C:30]([CH:32]2[CH2:37][CH2:36][CH2:35][CH2:34][NH:33]2)=[O:31])[CH2:26][CH2:25]1)=[O:23])([CH3:20])([CH3:19])[CH3:18]. Product: [C:17]([O:21][C:22]([N:24]1[CH2:29][CH2:28][N:27]([C:30]([CH:32]2[CH2:37][CH2:36][CH2:35][CH2:34][N:33]2[CH3:5])=[O:31])[CH2:26][CH2:25]1)=[O:23])([CH3:20])([CH3:18])[CH3:19]. The catalyst class is: 279. (6) Reactant: [Si]([O:8][CH2:9][CH2:10][NH:11][C@H:12]1[CH2:17][CH2:16][C@H:15]([NH:18][C:19]2[CH:24]=[C:23]([C:25]3[CH:30]=[CH:29][CH:28]=[C:27]([NH:31][CH2:32][C:33]4([C:39]#[N:40])[CH2:38][CH2:37][O:36][CH2:35][CH2:34]4)[N:26]=3)[C:22]([Cl:41])=[CH:21][N:20]=2)[CH2:14][CH2:13]1)(C(C)(C)C)(C)C.Br. Product: [Cl:41][C:22]1[C:23]([C:25]2[CH:30]=[CH:29][CH:28]=[C:27]([NH:31][CH2:32][C:33]3([C:39]#[N:40])[CH2:38][CH2:37][O:36][CH2:35][CH2:34]3)[N:26]=2)=[CH:24][C:19]([NH:18][C@H:15]2[CH2:16][CH2:17][C@H:12]([NH:11][CH2:10][CH2:9][OH:8])[CH2:13][CH2:14]2)=[N:20][CH:21]=1. The catalyst class is: 100. (7) Reactant: I[C:2]1[CH:7]=[CH:6][C:5]([CH3:8])=[CH:4][C:3]=1[CH3:9].[P:10]([O:17]CC)([O:14][CH2:15][CH3:16])[O:11][CH2:12][CH3:13]. Product: [CH2:12]([O:11][P:10]([C:2]1[CH:7]=[CH:6][C:5]([CH3:8])=[CH:4][C:3]=1[CH3:9])(=[O:17])[O:14][CH2:15][CH3:16])[CH3:13]. The catalyst class is: 524. (8) Reactant: [NH2:1][C:2]1[C:7]([F:8])=[C:6]([C:9]2[CH:14]=[CH:13][C:12]([Si](C)(C)C)=[CH:11][CH:10]=2)[N:5]=[C:4]([C:19]([O:21][CH3:22])=[O:20])[C:3]=1[O:23][CH3:24].[I:25]Cl. Product: [NH2:1][C:2]1[C:7]([F:8])=[C:6]([C:9]2[CH:14]=[CH:13][C:12]([I:25])=[CH:11][CH:10]=2)[N:5]=[C:4]([C:19]([O:21][CH3:22])=[O:20])[C:3]=1[O:23][CH3:24]. The catalyst class is: 26.